From a dataset of Catalyst prediction with 721,799 reactions and 888 catalyst types from USPTO. Predict which catalyst facilitates the given reaction. (1) Reactant: [F:1][C:2]1[CH:3]=[CH:4][C:5]([C:26]2[C:31]([CH3:32])=[CH:30][C:29]([OH:33])=[CH:28][C:27]=2[CH3:34])=[C:6]2[C:10]=1[C@H:9]([O:11][C:12]1[CH:25]=[CH:24][C:15]3[C@H:16]([CH2:19][C:20]([O:22][CH3:23])=[O:21])[CH2:17][O:18][C:14]=3[CH:13]=1)[CH2:8][CH2:7]2.Cl[CH2:36][C:37]1[CH:41]=[CH:40][N:39]([CH3:42])[N:38]=1.C(=O)([O-])[O-].[K+].[K+]. Product: [CH3:34][C:27]1[CH:28]=[C:29]([O:33][CH2:36][C:37]2[CH:41]=[CH:40][N:39]([CH3:42])[N:38]=2)[CH:30]=[C:31]([CH3:32])[C:26]=1[C:5]1[CH:4]=[CH:3][C:2]([F:1])=[C:10]2[C:6]=1[CH2:7][CH2:8][C@H:9]2[O:11][C:12]1[CH:25]=[CH:24][C:15]2[C@H:16]([CH2:19][C:20]([O:22][CH3:23])=[O:21])[CH2:17][O:18][C:14]=2[CH:13]=1. The catalyst class is: 9. (2) Reactant: [Cl:1][C:2]1[N:7]=[C:6]([C:8]2[S:12][C:11]([N:13]3[CH2:18][CH2:17][O:16][CH2:15][CH2:14]3)=[N:10][C:9]=2[C:19]2[C:20]([F:26])=[C:21]([CH:23]=[CH:24][CH:25]=2)[NH2:22])[CH:5]=[CH:4][N:3]=1.N1C=CC=CC=1.[O:33]1[CH:37]=[CH:36][CH:35]=[C:34]1[S:38](Cl)(=[O:40])=[O:39]. Product: [Cl:1][C:2]1[N:7]=[C:6]([C:8]2[S:12][C:11]([N:13]3[CH2:14][CH2:15][O:16][CH2:17][CH2:18]3)=[N:10][C:9]=2[C:19]2[C:20]([F:26])=[C:21]([NH:22][S:38]([C:34]3[O:33][CH:37]=[CH:36][CH:35]=3)(=[O:40])=[O:39])[CH:23]=[CH:24][CH:25]=2)[CH:5]=[CH:4][N:3]=1. The catalyst class is: 2.